Dataset: Experimentally validated miRNA-target interactions with 360,000+ pairs, plus equal number of negative samples. Task: Binary Classification. Given a miRNA mature sequence and a target amino acid sequence, predict their likelihood of interaction. (1) The miRNA is hsa-miR-4322 with sequence CUGUGGGCUCAGCGCGUGGGG. The protein sequence of the target gene is MHGAARAPATSVSADCCIPAGLRLGPVPGTFKLGKYLSDRREPGPKKKVRMVRGELVDESGGSPLEWIGLIRAARNSQEQTLEAIADLPGGQIFYRALRDVQPGEELTVWYSNSLAQWFDIPTTATPTHDEKGEERYICWYCWRTFRYPNSLKAHLRFHCVFSGGGGGAFLHHEHAARQGAVPAADGLGLSPKPPAPDFAAPSQAGTLRPHPLGPPPVQACGAREGIKREASSAPSATSPTPGKWGQPKKGKEQLDRALDMSGAARGQGHFLGIVGGSSAGVGSLAFYPGVRSAFKPAGL.... Result: 0 (no interaction). (2) The miRNA is hsa-miR-3606-3p with sequence AAAAUUUCUUUCACUACUUAG. The protein sequence of the target gene is MAALVAAAALAAAEPAPAVPQAAGSGGPTSRRDFYWLRSFLAGGIAGCCAKTTVAPLDRVKVLLQAHNRHYKHLGVLSTLRAVPQKEGYLGLYKGNGAMMIRIFPYGAIQFMAFEHYKTFITTKLGVSGHVHRLMAGSMAGMTAVICTYPLDVVRVRLAFQVKGEHTYSGIIHAFKTIYAKEGGFLGFYRGLMPTILGMAPYAGVSFFTFGTLKSVGLSYAPALLGRPSSDNPNVLVLKTHINLLCGGVAGAIAQTISYPFDVTRRRMQLGAVLPEFEKCLTMRETMKYVYGQHGIRRGL.... Result: 0 (no interaction). (3) The miRNA is ath-miR156a-5p with sequence UGACAGAAGAGAGUGAGCAC. The protein sequence of the target gene is MLMAWCRGPVLLCLRQGLGTNSFLHGLGQEPFEGARSLCCRSSPRDLRDGEREHEAAQRKAPGAESCPSLPLSISDIGTGCLSSLENLRLPTLREESSPRELEDSSGDQGRCGPTHQGSEDPSMLSQAQSATEVEERHVSPSCSTSRERPFQAGELILAETGEGETKFKKLFRLNNFGLLNSNWGAVPFGKIVGKFPGQILRSSFGKQYMLRRPALEDYVVLMKRGTAITFPKDINMILSMMDINPGDTVLEAGSGSGGMSLFLSKAVGSQGRVISFEVRKDHHDLAKKNYKHWRDSWKL.... Result: 0 (no interaction). (4) The miRNA is hsa-miR-6834-5p with sequence GUGAGGGACUGGGAUUUGUGG. The protein sequence of the target gene is MEGKRQLEKRDFGKRLSLDSSLVEYMDSNKYIEHLLTQLEEQHRSLWREKLAVARLQREVAQRTSEGAMHEKLIHELEEERHLRLQSEKRLQEVTLESERNRIQMRSLQQQFSRMEETVRNLLQSQGSPEQKKEETVNIMVYQEKLSEEERKHKEALEDLHMVVDEDSRSESSSTDEGKEKTKLLLERLKALEAENSALALENENQREQYERCLDEVANQVVQALLTQKDLREECVKLKTRVFDLEQQNRTLSILFQQRVRPTSDLLLQKLHSRLLDLSSGDLLSEVERNRSLTQSRTDA.... Result: 0 (no interaction). (5) The miRNA is hsa-miR-4669 with sequence UGUGUCCGGGAAGUGGAGGAGG. The protein sequence of the target gene is MGTPRIQHLLILLVLGASLLTSGLELYCQKGLSMTVEADPANMFNWTTEEVETCDKGALCQETILIIKAGTETAILATKGCIPEGEEAITIVQHSSPPGLIVTSYSNYCEDSFCNDKDSLSQFWEFSETTASTVSTTLHCPTCVALGTCFSAPSLPCPNGTTRCYQGKLEITGGGIESSVEVKGCTAMIGCRLMSGILAVGPMFVREACPHQLLTQPRKTENGATCLPIPVWGLQLLLPLLLPSFIHFS. Result: 0 (no interaction). (6) The miRNA is mmu-miR-1960 with sequence CCAGUGCUGUUAGAAGAGGGCU. The protein sequence of the target gene is MASWLRRKLRGKRRPVIAFCLLMILSAMAVTRFPPQRPSAGPDPGPMEPQGVTGAPATHIRQALSSSRRQRARNMGFWRSRALPRNSILVCAEEQGHRARVDRSRESPGGDLRHPGRVRRDITLSGHPRLSTQHVVLLREDEVGDPGTKDLGHPQHGSPIQETQSEVVTLVSPLPGSDMAALPAWRATSGLTLWPHTAEGRDLLGAENRALTGGQQAEDPTLASGAHQWPGSVEKLQGSVWCDAETLLSSSRTGGQAPPWLTDHDVQMLRLLAQGEVVDKARVPAHGQVLQVGFSTEAAL.... Result: 0 (no interaction).